From a dataset of Catalyst prediction with 721,799 reactions and 888 catalyst types from USPTO. Predict which catalyst facilitates the given reaction. (1) Reactant: [CH2:1]([O:3][C:4](=[O:21])[C:5]1[CH:13]=[C:12]([C:14](=[O:20])[N:15]([CH3:19])[CH2:16][CH2:17][CH3:18])[CH:11]=[C:7]([C:8](O)=[O:9])[CH:6]=1)[CH3:2].ON1C2C=CC=CC=2N=N1.Cl.[CH3:33][N:34](C)[CH2:35][CH2:36][CH2:37]N=C=NCC.CNCCC. Product: [CH2:1]([O:3][C:4](=[O:21])[C:5]1[CH:6]=[C:7]([C:8](=[O:9])[N:34]([CH3:33])[CH2:35][CH2:36][CH3:37])[CH:11]=[C:12]([C:14](=[O:20])[N:15]([CH3:19])[CH2:16][CH2:17][CH3:18])[CH:13]=1)[CH3:2]. The catalyst class is: 4. (2) The catalyst class is: 22. Reactant: [Br:1]N1C(=O)CCC1=O.[CH3:9][CH:10]([O:12][C:13]1[N:21]=[C:20]2[C:16]([N:17]=[CH:18][N:19]2[CH:22]2[CH2:27][CH2:26][CH2:25][CH2:24][O:23]2)=[C:15]([NH2:28])[N:14]=1)[CH3:11]. Product: [Br:1][C:18]1[N:19]([CH:22]2[CH2:27][CH2:26][CH2:25][CH2:24][O:23]2)[C:20]2[C:16]([N:17]=1)=[C:15]([NH2:28])[N:14]=[C:13]([O:12][CH:10]([CH3:9])[CH3:11])[N:21]=2. (3) Reactant: [C:1]([C:3](=[C:7](SC)SC)[C:4]([NH2:6])=[O:5])#[N:2].[N+:12]([C:15]1[CH:21]=[CH:20][C:18]([NH2:19])=[CH:17][CH:16]=1)([O-:14])=[O:13].O.[NH2:23][NH2:24]. Product: [NH2:2][C:1]1[NH:24][N:23]=[C:7]([NH:19][C:18]2[CH:20]=[CH:21][C:15]([N+:12]([O-:14])=[O:13])=[CH:16][CH:17]=2)[C:3]=1[C:4]([NH2:6])=[O:5]. The catalyst class is: 14. (4) Reactant: [C:1]([O:9][CH3:10])(=[O:8])/[CH:2]=[CH:3]/[C:4]([O:6][CH3:7])=[O:5]. Product: [CH:2]1([C:1]([O:9][CH3:10])=[O:8])[CH:3]([C:4]([O:6][CH3:7])=[O:5])[CH:2]([C:1]([O:9][CH3:10])=[O:8])[CH:3]1[C:4]([O:6][CH3:7])=[O:5]. The catalyst class is: 6. (5) Reactant: [P:1]([O:13][C:14]1[C:15]2[CH:34]=[CH:33][CH:32]=[CH:31][C:16]=2[C:17]2[C@H:18]([CH2:29][Cl:30])[CH2:19][N:20](C(=O)C(F)(F)F)[C:21]=2[CH:22]=1)([O:8][C:9]([CH3:12])([CH3:11])[CH3:10])([O:3][C:4]([CH3:7])([CH3:6])[CH3:5])=[O:2].C(OCC)(=O)C.O. Product: [P:1]([O:13][C:14]1[C:15]2[CH:34]=[CH:33][CH:32]=[CH:31][C:16]=2[C:17]2[C@H:18]([CH2:29][Cl:30])[CH2:19][NH:20][C:21]=2[CH:22]=1)([O:8][C:9]([CH3:10])([CH3:11])[CH3:12])([O:3][C:4]([CH3:7])([CH3:6])[CH3:5])=[O:2]. The catalyst class is: 24. (6) Reactant: [OH-:1].[Na+].[I:3][C:4]1[C:11]([I:12])=[CH:10][C:9]([I:13])=[CH:8][C:5]=1[CH2:6]Br.O. Product: [I:3][C:4]1[C:11]([I:12])=[CH:10][C:9]([I:13])=[CH:8][C:5]=1[CH2:6][O:1][CH2:6][C:5]1[CH:8]=[C:9]([I:13])[CH:10]=[C:11]([I:12])[C:4]=1[I:3]. The catalyst class is: 37. (7) Reactant: C(OC([N:8]1[CH2:13][CH2:12][CH:11]([NH:14][C:15](=[O:23])[C:16]2[CH:21]=[CH:20][C:19]([F:22])=[CH:18][CH:17]=2)[CH2:10][CH2:9]1)=O)(C)(C)C.[ClH:24]. Product: [ClH:24].[F:22][C:19]1[CH:20]=[CH:21][C:16]([C:15]([NH:14][CH:11]2[CH2:12][CH2:13][NH:8][CH2:9][CH2:10]2)=[O:23])=[CH:17][CH:18]=1. The catalyst class is: 13.